This data is from Forward reaction prediction with 1.9M reactions from USPTO patents (1976-2016). The task is: Predict the product of the given reaction. Given the reactants [NH2:1][C:2]1[CH:10]=[CH:9][CH:8]=[C:7]([Cl:11])[C:3]=1[C:4]([OH:6])=[O:5].C(#N)C.N1C=CC=CC=1.Cl[C:22](Cl)([O:24]C(=O)OC(Cl)(Cl)Cl)Cl.C(Cl)Cl, predict the reaction product. The product is: [Cl:11][C:7]1[C:3]2[C:4](=[O:6])[O:5][C:22](=[O:24])[NH:1][C:2]=2[CH:10]=[CH:9][CH:8]=1.